Dataset: Full USPTO retrosynthesis dataset with 1.9M reactions from patents (1976-2016). Task: Predict the reactants needed to synthesize the given product. (1) Given the product [Cl:8][C:6]1[CH:5]=[CH:4][C:3]([S:9][CH2:10][C:11]2[CH:19]=[CH:18][C:14]([C:15]([O:17][CH3:36])=[O:16])=[CH:13][CH:12]=2)=[C:2]([NH:1][S:27]([C:24]2[CH:25]=[CH:26][C:21]([Cl:20])=[C:22]([C:31]([F:34])([F:33])[F:32])[CH:23]=2)(=[O:29])=[O:28])[CH:7]=1, predict the reactants needed to synthesize it. The reactants are: [NH2:1][C:2]1[CH:7]=[C:6]([Cl:8])[CH:5]=[CH:4][C:3]=1[S:9][CH2:10][C:11]1[CH:19]=[CH:18][C:14]([C:15]([O-:17])=[O:16])=[CH:13][CH:12]=1.[Cl:20][C:21]1[CH:26]=[CH:25][C:24]([S:27](Cl)(=[O:29])=[O:28])=[CH:23][C:22]=1[C:31]([F:34])([F:33])[F:32].N1C=CC=C[CH:36]=1. (2) Given the product [NH2:13][CH:11]1[CH:10]([C:23](=[O:32])[NH:24][C:25]2[CH:30]=[CH:29][CH:28]=[C:27]([F:31])[CH:26]=2)[CH2:9][N:8]([C:6]([O:5][C:1]([CH3:4])([CH3:3])[CH3:2])=[O:7])[CH2:12]1, predict the reactants needed to synthesize it. The reactants are: [C:1]([O:5][C:6]([N:8]1[CH2:12][CH:11]([NH:13]C(OCC[Si](C)(C)C)=O)[CH:10]([C:23](=[O:32])[NH:24][C:25]2[CH:30]=[CH:29][CH:28]=[C:27]([F:31])[CH:26]=2)[CH2:9]1)=[O:7])([CH3:4])([CH3:3])[CH3:2].CCCC[N+](CCCC)(CCCC)CCCC.[F-].O. (3) Given the product [CH2:19]([O:26][C:4]1[C:9]([CH:10]([C:12]2[CH:17]=[CH:16][CH:15]=[CH:14][CH:13]=2)[OH:11])=[C:8]([Cl:18])[N:7]=[CH:6][N:5]=1)[C:20]1[CH:25]=[CH:24][CH:23]=[CH:22][CH:21]=1, predict the reactants needed to synthesize it. The reactants are: [OH-].[K+].Cl[C:4]1[C:9]([CH:10]([C:12]2[CH:17]=[CH:16][CH:15]=[CH:14][CH:13]=2)[OH:11])=[C:8]([Cl:18])[N:7]=[CH:6][N:5]=1.[CH2:19]([OH:26])[C:20]1[CH:25]=[CH:24][CH:23]=[CH:22][CH:21]=1.C1OCCOCCOCCOCCOCCOC1. (4) Given the product [Cl:1][C:2]1[N:10]=[C:9]2[C:5]([N:6]=[C:7]([CH:35]=[O:36])[N:8]2[CH3:11])=[C:4]([N:12]2[CH2:17][CH2:16][O:15][CH2:14][C@@H:13]2[CH3:18])[N:3]=1, predict the reactants needed to synthesize it. The reactants are: [Cl:1][C:2]1[N:10]=[C:9]2[C:5]([N:6]=[CH:7][N:8]2[CH3:11])=[C:4]([N:12]2[CH2:17][CH2:16][O:15][CH2:14][C@@H:13]2[CH3:18])[N:3]=1.CN(CCN(C)C)C.[Li]CCCC.CN([CH:35]=[O:36])C.Cl. (5) Given the product [NH2:8][C:7]1[C:2]([F:1])=[CH:3][C:4]([OH:17])=[CH:5][C:6]=1[F:16], predict the reactants needed to synthesize it. The reactants are: [F:1][C:2]1[CH:3]=[C:4]([OH:17])[CH:5]=[C:6]([F:16])[C:7]=1[N:8]=NC1C=CC=CC=1. (6) Given the product [N:12]1([CH2:18][CH2:19][NH:20][C:2]2[CH:3]=[CH:4][C:5]([N+:9]([O-:11])=[O:10])=[C:6]([NH2:8])[CH:7]=2)[CH2:17][CH2:16][O:15][CH2:14][CH2:13]1, predict the reactants needed to synthesize it. The reactants are: Cl[C:2]1[CH:3]=[CH:4][C:5]([N+:9]([O-:11])=[O:10])=[C:6]([NH2:8])[CH:7]=1.[N:12]1([CH2:18][CH2:19][NH2:20])[CH2:17][CH2:16][O:15][CH2:14][CH2:13]1.C([O-])([O-])=O.[K+].[K+].O. (7) Given the product [NH2:1][C:2]1[C:12]([CH3:13])=[CH:11][C:10]([C:16]#[N:17])=[CH:9][C:3]=1[C:4]([O:6][CH2:7][CH3:8])=[O:5], predict the reactants needed to synthesize it. The reactants are: [NH2:1][C:2]1[C:12]([CH3:13])=[CH:11][C:10](Br)=[CH:9][C:3]=1[C:4]([O:6][CH2:7][CH3:8])=[O:5].[Cu](C#N)[C:16]#[N:17].